This data is from Full USPTO retrosynthesis dataset with 1.9M reactions from patents (1976-2016). The task is: Predict the reactants needed to synthesize the given product. (1) Given the product [Br:15][CH:13]([CH3:14])[CH2:12][CH2:11][O:1][C:2]1[CH:3]=[N:4][CH:5]=[CH:6][CH:7]=1, predict the reactants needed to synthesize it. The reactants are: [OH:1][C:2]1[CH:3]=[N:4][CH:5]=[CH:6][CH:7]=1.[H-].[Na+].Br[CH2:11][CH2:12][CH:13]([Br:15])[CH3:14].O. (2) Given the product [Br:1][C:2]1[C:3]([F:12])=[C:4]2[C:10]([NH:11][C:17](=[O:18])[C:16]3[CH:20]=[CH:21][CH:22]=[C:14]([CH3:13])[CH:15]=3)=[CH:9][NH:8][C:5]2=[N:6][CH:7]=1, predict the reactants needed to synthesize it. The reactants are: [Br:1][C:2]1[C:3]([F:12])=[C:4]2[C:10]([NH2:11])=[CH:9][NH:8][C:5]2=[N:6][CH:7]=1.[CH3:13][C:14]1[CH:15]=[C:16]([CH:20]=[CH:21][CH:22]=1)[C:17](O)=[O:18].C1N(P(Cl)(N2C(=O)OCC2)=O)C(=O)OC1.C(N(CC)CC)C.[Li+].[OH-]. (3) Given the product [ClH:3].[ClH:53].[ClH:1].[CH:32]1([NH:35][C:36]([C:38]2[C:46]3[CH:45]=[C:44]([C:47]4[C:52]([Cl:53])=[CH:51][N:50]=[C:49]([NH:54][CH2:55][CH2:56][CH2:57][N:58]5[CH2:63][CH2:62][N:61]([CH3:4])[CH2:60][C@@H:59]5[CH3:64])[N:48]=4)[S:43][C:42]=3[CH:41]=[CH:40][CH:39]=2)=[O:37])[CH2:34][CH2:33]1, predict the reactants needed to synthesize it. The reactants are: [ClH:1].Cl.[Cl:3][C:4]1C(C2SC3C=CC=C(C(N)=O)C=3C=2)=NC(NCCC2CCN(C)CC2)=NC=1.[CH:32]1([NH:35][C:36]([C:38]2[C:46]3[CH:45]=[C:44]([C:47]4[C:52]([Cl:53])=[CH:51][N:50]=[C:49]([NH:54][CH2:55][CH2:56][CH2:57][N:58]5[CH2:63][CH2:62][NH:61][CH2:60][C@@H:59]5[CH3:64])[N:48]=4)[S:43][C:42]=3[CH:41]=[CH:40][CH:39]=2)=[O:37])[CH2:34][CH2:33]1. (4) Given the product [F:23][C:20]([F:21])([F:22])[C:18]1[CH:17]=[C:5]([CH:4]=[C:3]([C:2]([F:1])([F:24])[F:25])[CH:19]=1)[C:6]([N:8]1[CH2:13][CH2:12][CH2:11][CH:10]([C:14]([NH:31][C:30]2[CH:32]=[CH:33][C:27]([Cl:26])=[CH:28][CH:29]=2)=[O:15])[CH2:9]1)=[O:7], predict the reactants needed to synthesize it. The reactants are: [F:1][C:2]([F:25])([F:24])[C:3]1[CH:4]=[C:5]([CH:17]=[C:18]([C:20]([F:23])([F:22])[F:21])[CH:19]=1)[C:6]([N:8]1[CH2:13][CH2:12][CH2:11][CH:10]([C:14](O)=[O:15])[CH2:9]1)=[O:7].[Cl:26][C:27]1[CH:33]=[CH:32][C:30]([NH2:31])=[CH:29][CH:28]=1. (5) Given the product [Cl:8][C:6]1[CH:5]=[C:4]([N+:9]([O-:11])=[O:10])[C:3]2[O:12][C:15](=[O:16])[NH:1][C:2]=2[CH:7]=1, predict the reactants needed to synthesize it. The reactants are: [NH2:1][C:2]1[CH:7]=[C:6]([Cl:8])[CH:5]=[C:4]([N+:9]([O-:11])=[O:10])[C:3]=1[OH:12].O.C[CH2:15][O:16]C(C)=O. (6) Given the product [ClH:1].[ClH:1].[NH2:15][C@@H:16]([CH2:19][CH2:20][CH3:21])[C@H:17]([OH:18])[C:6]([NH:8][CH2:9][CH2:11][CH2:10][CH3:23])=[O:7], predict the reactants needed to synthesize it. The reactants are: [ClH:1].Cl.N[C@@H](CC)[C@H](O)[C:6]([NH:8][CH:9]1[CH2:11][CH2:10]1)=[O:7].[NH2:15][C@@H:16]([CH2:19][CH2:20][CH3:21])[CH2:17][OH:18].[N+](CCCC)#[C-:23].